The task is: Predict the reactants needed to synthesize the given product.. This data is from Full USPTO retrosynthesis dataset with 1.9M reactions from patents (1976-2016). (1) Given the product [CH2:29]([O:31][C:32](=[O:52])[CH2:33][C:34]1([C:37]2[CH:42]=[CH:41][C:40]([C:2]3[CH:7]=[CH:6][C:5]([C:8]4[O:12][N:11]=[C:10]([CH3:13])[C:9]=4[CH:14]([OH:28])[CH2:15][O:16][CH2:17][C:18]4[CH:23]=[CH:22][CH:21]=[C:20]([C:24]([F:27])([F:26])[F:25])[CH:19]=4)=[CH:4][CH:3]=3)=[CH:39][CH:38]=2)[CH2:36][CH2:35]1)[CH3:30], predict the reactants needed to synthesize it. The reactants are: Br[C:2]1[CH:7]=[CH:6][C:5]([C:8]2[O:12][N:11]=[C:10]([CH3:13])[C:9]=2[CH:14]([OH:28])[CH2:15][O:16][CH2:17][C:18]2[CH:23]=[CH:22][CH:21]=[C:20]([C:24]([F:27])([F:26])[F:25])[CH:19]=2)=[CH:4][CH:3]=1.[CH2:29]([O:31][C:32](=[O:52])[CH2:33][C:34]1([C:37]2[CH:42]=[CH:41][C:40](B3OC(C)(C)C(C)(C)O3)=[CH:39][CH:38]=2)[CH2:36][CH2:35]1)[CH3:30]. (2) Given the product [NH:32]1[C:40]2[C:35](=[CH:36][C:37]([NH:41][C:28]([N:13]3[C@@H:14]4[CH2:18][N:17]([CH2:16][CH2:15]4)[C:11]4[CH:10]=[CH:9][C:8]([C:6]5[CH:5]=[CH:4][N:3]=[C:2]([CH3:1])[CH:7]=5)=[N:19][C:12]3=4)=[O:27])=[CH:38][CH:39]=2)[CH:34]=[N:33]1, predict the reactants needed to synthesize it. The reactants are: [CH3:1][C:2]1[CH:7]=[C:6]([C:8]2[CH:9]=[CH:10][C:11]3[N:17]4[CH2:18][C@H:14]([CH2:15][CH2:16]4)[NH:13][C:12]=3[N:19]=2)[CH:5]=[CH:4][N:3]=1.C([O:27][C:28](Cl)(Cl)Cl)(OC(Cl)(Cl)Cl)=O.[NH:32]1[C:40]2[C:35](=[CH:36][C:37]([NH2:41])=[CH:38][CH:39]=2)[CH:34]=[N:33]1.C(N(CC)CC)C. (3) Given the product [CH2:19]([O:1][C:2]1[CH:3]=[C:4]([C:8]([NH2:10])=[O:9])[CH:5]=[CH:6][CH:7]=1)[CH2:20][CH2:21][CH2:22][CH2:23][CH2:24][CH2:25][CH2:26][CH3:27], predict the reactants needed to synthesize it. The reactants are: [OH:1][C:2]1[CH:3]=[C:4]([C:8]([NH2:10])=[O:9])[CH:5]=[CH:6][CH:7]=1.C([O-])([O-])=O.[K+].[K+].[Na+].[I-].[CH2:19](Cl)[CH2:20][CH2:21][CH2:22][CH2:23][CH2:24][CH2:25][CH2:26][CH3:27]. (4) Given the product [OH:8][CH:7]1[CH:3]([CH2:2][NH:1][C:24]([O:23][CH2:16][C:17]2[CH:22]=[CH:21][CH:20]=[CH:19][CH:18]=2)=[O:25])[CH2:4][N:5]([C:9]([O:11][C:12]([CH3:15])([CH3:14])[CH3:13])=[O:10])[CH2:6]1, predict the reactants needed to synthesize it. The reactants are: [NH2:1][CH2:2][CH:3]1[CH:7]([OH:8])[CH2:6][N:5]([C:9]([O:11][C:12]([CH3:15])([CH3:14])[CH3:13])=[O:10])[CH2:4]1.[CH2:16]([O:23][C:24](ON1C(=O)CCC1=O)=[O:25])[C:17]1[CH:22]=[CH:21][CH:20]=[CH:19][CH:18]=1. (5) The reactants are: [CH3:1][C:2]([CH3:32])([S@@:4]([NH:6][C@@H:7]([C:28]([F:31])([F:30])[F:29])[C@H:8]([N:14]=C(C1C=CC=CC=1)C1C=CC=CC=1)[C:9]([O:11][CH2:12][CH3:13])=[O:10])=[O:5])[CH3:3].O.C(O)(C(F)(F)F)=O. Given the product [NH2:14][C@@H:8]([C@@H:7]([NH:6][S@:4]([C:2]([CH3:1])([CH3:32])[CH3:3])=[O:5])[C:28]([F:30])([F:31])[F:29])[C:9]([O:11][CH2:12][CH3:13])=[O:10], predict the reactants needed to synthesize it. (6) Given the product [CH3:12][N:11]1[C:4]2[N:5]([C:6](=[O:8])[N:7]=[C:2]([O:28][CH2:27][C:24]3[CH:25]=[CH:26][C:19]([O:18][C:17]4[CH:29]=[C:30]([C:32]([F:33])([F:34])[F:35])[CH:31]=[C:15]([F:14])[CH:16]=4)=[C:20]([CH:23]=3)[C:21]#[N:22])[CH:3]=2)[CH2:9][CH:10]1[CH3:13].[F:33][C:32]([F:35])([F:34])[C:40]([OH:41])=[O:8], predict the reactants needed to synthesize it. The reactants are: Cl[C:2]1[CH:3]=[C:4]2[N:11]([CH3:12])[CH:10]([CH3:13])[CH2:9][N:5]2[C:6](=[O:8])[N:7]=1.[F:14][C:15]1[CH:16]=[C:17]([CH:29]=[C:30]([C:32]([F:35])([F:34])[F:33])[CH:31]=1)[O:18][C:19]1[CH:26]=[CH:25][C:24]([CH2:27][OH:28])=[CH:23][C:20]=1[C:21]#[N:22].[H-].[Na+].CN(C)[CH:40]=[O:41]. (7) Given the product [Cl:35][CH2:21][C:22]1[S:29][C:28]2[C:27]3[CH:30]=[CH:31][CH:32]=[CH:33][C:26]=3[S:25][C:24]=2[CH:23]=1, predict the reactants needed to synthesize it. The reactants are: C1C=CC(P(C2C=CC=CC=2)C2C=CC=CC=2)=CC=1.O[CH2:21][C:22]1[S:29][C:28]2[C:27]3[CH:30]=[CH:31][CH:32]=[CH:33][C:26]=3[S:25][C:24]=2[CH:23]=1.C(Cl)(Cl)(Cl)[Cl:35]. (8) Given the product [CH2:17]([O:16][C:7]1[CH:8]=[C:9]([C:12]([F:13])([F:14])[F:15])[CH:10]=[CH:11][C:6]=1[C:5]([OH:20])=[O:4])[CH2:18][CH3:19], predict the reactants needed to synthesize it. The reactants are: C([O:4][C:5](=[O:20])[C:6]1[CH:11]=[CH:10][C:9]([C:12]([F:15])([F:14])[F:13])=[CH:8][C:7]=1[O:16][CH2:17][CH2:18][CH3:19])CC.